Dataset: Reaction yield outcomes from USPTO patents with 853,638 reactions. Task: Predict the reaction yield, written as a fraction of the theoretical maximum amount of product (1.0 means a 100% yield; for example, 0.34 means a 34% yield). (1) The reactants are Cl.Cl.[CH:3]1([NH:8][C:9]2[N:14]=[C:13]([C:15]3[C:16]([C:25]4[CH:30]=[CH:29][C:28]([F:31])=[CH:27][CH:26]=4)=[N:17][N:18]4[CH:23]=[C:22]([NH2:24])[CH:21]=[CH:20][C:19]=34)[CH:12]=[CH:11][N:10]=2)[CH2:7][CH2:6][CH2:5][CH2:4]1.[C:32]1(=O)[CH2:36][CH2:35][CH2:34][CH2:33]1.C(O)(=O)C.C(O[BH-](OC(=O)C)OC(=O)C)(=O)C.[Na+]. The catalyst is ClCCCl. The product is [CH:32]1([NH:24][C:22]2[CH:21]=[CH:20][C:19]3[N:18]([N:17]=[C:16]([C:25]4[CH:26]=[CH:27][C:28]([F:31])=[CH:29][CH:30]=4)[C:15]=3[C:13]3[CH:12]=[CH:11][N:10]=[C:9]([NH:8][CH:3]4[CH2:7][CH2:6][CH2:5][CH2:4]4)[N:14]=3)[CH:23]=2)[CH2:36][CH2:35][CH2:34][CH2:33]1. The yield is 0.450. (2) The reactants are [NH:1]1[C:9]2[C:4](=[N:5][CH:6]=[CH:7][CH:8]=2)[CH:3]=[CH:2]1.[H-].[Na+].C1(OC(=O)NC[C:22]2[CH:27]=[CH:26][C:25]([O:28][C:29]3[CH:34]=[CH:33][CH:32]=[CH:31][CH:30]=3)=[CH:24][CH:23]=2)C=CC=CC=1.[CH3:36][N:37](C)[CH:38]=[O:39]. The catalyst is [Cl-].[Na+].O. The product is [O:28]([C:25]1[CH:26]=[C:27]([CH:22]=[CH:23][CH:24]=1)[CH2:36][NH:37][C:38]([N:1]1[C:9]2[C:4](=[N:5][CH:6]=[CH:7][CH:8]=2)[CH:3]=[CH:2]1)=[O:39])[C:29]1[CH:30]=[CH:31][CH:32]=[CH:33][CH:34]=1. The yield is 0.0870.